Dataset: Full USPTO retrosynthesis dataset with 1.9M reactions from patents (1976-2016). Task: Predict the reactants needed to synthesize the given product. Given the product [CH3:17][C:18]1([CH3:27])[CH2:23][CH2:22][C:21]([C:2]2[CH:7]=[C:6]([C:8]3[CH:9]=[N:10][C:11]([O:14][CH3:15])=[CH:12][CH:13]=3)[CH:5]=[CH:4][C:3]=2[NH2:16])=[CH:20][CH2:19]1, predict the reactants needed to synthesize it. The reactants are: Br[C:2]1[CH:7]=[C:6]([C:8]2[CH:9]=[N:10][C:11]([O:14][CH3:15])=[CH:12][CH:13]=2)[CH:5]=[CH:4][C:3]=1[NH2:16].[CH3:17][C:18]1([CH3:27])[CH2:23][CH2:22][C:21](B(O)O)=[CH:20][CH2:19]1.C([O-])([O-])=O.[Na+].[Na+].